This data is from Forward reaction prediction with 1.9M reactions from USPTO patents (1976-2016). The task is: Predict the product of the given reaction. (1) Given the reactants [O:1]1[CH2:5][CH2:4][O:3][CH:2]1[C:6]1[S:7][CH:8]=[CH:9][N:10]=1.CCCCCC.C([Li])CCC.[CH3:22][O:23][CH:24]([O:28][CH3:29])[C:25](=[O:27])[CH3:26].C(O)(=O)CC(CC(O)=O)(C(O)=O)O, predict the reaction product. The product is: [O:1]1[CH2:5][CH2:4][O:3][CH:2]1[C:6]1[S:7][C:8]([C:25]([OH:27])([CH3:26])[CH:24]([O:28][CH3:29])[O:23][CH3:22])=[CH:9][N:10]=1. (2) Given the reactants [OH:1][C@H:2]1[CH2:6][CH2:5][N:4]([CH:7]2[CH2:12][CH2:11][N:10](C(OCC3C=CC=CC=3)=O)[CH2:9][CH2:8]2)[CH2:3]1.C1CC=CCC=1, predict the reaction product. The product is: [NH:10]1[CH2:11][CH2:12][CH:7]([N:4]2[CH2:5][CH2:6][C@H:2]([OH:1])[CH2:3]2)[CH2:8][CH2:9]1. (3) Given the reactants [NH2:1][C:2]1[CH:7]=[C:6](OC)[CH:5]=[CH:4][C:3]=1[C:10]([C:12]1[CH:17]=[CH:16][CH:15]=[CH:14][C:13]=1[F:18])=[O:11].[Br:19]C1C=C(N)C=CC=1.FC1C=CC=CC=1C#N, predict the reaction product. The product is: [NH2:1][C:2]1[CH:7]=[C:6]([Br:19])[CH:5]=[CH:4][C:3]=1[C:10]([C:12]1[CH:17]=[CH:16][CH:15]=[CH:14][C:13]=1[F:18])=[O:11]. (4) Given the reactants [ClH:1].[CH3:2][S:3]([C:6]1[CH:11]=[CH:10][C:9]([C:12]2[CH:17]=[CH:16][C:15]([CH2:18][C@H:19]([NH:34][C:35]([C@H:37]3[CH2:42][CH2:41][C@H:40]([CH2:43][NH:44]C(=O)OC(C)(C)C)[CH2:39][CH2:38]3)=[O:36])[C:20](=[O:33])[NH:21][C:22]3[CH:27]=[CH:26][C:25]([C:28]4[N:29]=[N:30][NH:31][N:32]=4)=[CH:24][CH:23]=3)=[CH:14][CH:13]=2)=[C:8]([C:52]([F:55])([F:54])[F:53])[CH:7]=1)(=[O:5])=[O:4], predict the reaction product. The product is: [ClH:1].[NH2:44][CH2:43][C@H:40]1[CH2:39][CH2:38][C@H:37]([C:35]([NH:34][C@@H:19]([CH2:18][C:15]2[CH:16]=[CH:17][C:12]([C:9]3[CH:10]=[CH:11][C:6]([S:3]([CH3:2])(=[O:4])=[O:5])=[CH:7][C:8]=3[C:52]([F:53])([F:54])[F:55])=[CH:13][CH:14]=2)[C:20](=[O:33])[NH:21][C:22]2[CH:27]=[CH:26][C:25]([C:28]3[N:32]=[N:31][NH:30][N:29]=3)=[CH:24][CH:23]=2)=[O:36])[CH2:42][CH2:41]1. (5) The product is: [C:1]([NH:35][C@H:61]([C:60]([OH:63])=[O:62])[CH2:26][OH:27])(=[O:20])[CH2:2][CH2:3][CH2:4][CH2:5][CH2:6][CH2:7][CH2:8]/[CH:9]=[CH:10]\[CH2:11][CH2:12][CH2:13][CH2:14][CH2:15][CH2:16][CH2:17][CH3:18]. Given the reactants [C:1]([OH:20])(=O)[CH2:2][CH2:3][CH2:4][CH2:5][CH2:6][CH2:7][CH2:8]/[CH:9]=[CH:10]\[CH2:11][CH2:12][CH2:13][CH2:14][CH2:15][CH2:16][CH2:17][CH3:18].ON1[C:26](=[O:27])CCC1=O.C1([N:35]=C=NC2CCCCC2)CCCCC1.C(NC1CCCCC1)(NC1CCCCC1)=O.[C:60]([O:63]CC)(=[O:62])[CH3:61], predict the reaction product. (6) Given the reactants [Br:1][C:2]1[CH:3]=[C:4]2[C:9](=[CH:10][C:11]=1[O:12][CH3:13])[C:8](=[O:14])[NH:7][C:6](=[O:15])/[C:5]/2=[CH:16]/OC.[N:19]1([CH2:25][C:26]2[CH:31]=[CH:30][C:29]([NH2:32])=[CH:28][CH:27]=2)[CH2:24][CH2:23][CH2:22][CH2:21][CH2:20]1, predict the reaction product. The product is: [Br:1][C:2]1[CH:3]=[C:4]2[C:9](=[CH:10][C:11]=1[O:12][CH3:13])[C:8](=[O:14])[NH:7][C:6](=[O:15])[C:5]2=[CH:16][NH:32][C:29]1[CH:28]=[CH:27][C:26]([CH2:25][N:19]2[CH2:24][CH2:23][CH2:22][CH2:21][CH2:20]2)=[CH:31][CH:30]=1.